This data is from Full USPTO retrosynthesis dataset with 1.9M reactions from patents (1976-2016). The task is: Predict the reactants needed to synthesize the given product. (1) Given the product [Cl:1][C:2]1[CH:3]=[C:4]([CH:5]=[CH:6][C:7]=1[CH2:8][N:9]([CH2:11][CH2:12][CH2:13][CH2:14][N:15]([CH2:19][CH2:20][CH3:21])[CH2:16][CH2:17][CH3:18])[CH3:10])[CH:22]=[O:23], predict the reactants needed to synthesize it. The reactants are: [Cl:1][C:2]1[CH:3]=[C:4]([CH2:22][OH:23])[CH:5]=[CH:6][C:7]=1[CH2:8][N:9]([CH2:11][CH2:12][CH2:13][CH2:14][N:15]([CH2:19][CH2:20][CH3:21])[CH2:16][CH2:17][CH3:18])[CH3:10]. (2) Given the product [CH3:15][O:14][C:12]([C:4]1[C:5]2[O:10][CH2:9][CH2:8][O:7][C:6]=2[CH:11]=[C:2]([N:1]=[N-:25])[CH:3]=1)=[O:13].[F:17][B+:16][F:18], predict the reactants needed to synthesize it. The reactants are: [NH2:1][C:2]1[CH:3]=[C:4]([C:12]([O:14][CH3:15])=[O:13])[C:5]2[O:10][CH2:9][CH2:8][O:7][C:6]=2[CH:11]=1.[B:16](F)([F:18])[F:17].CCOCC.[N:25](OC(C)(C)C)=O. (3) Given the product [F:1][C:2]1[CH:21]=[CH:20][C:5]2[CH2:6][C:7]3[CH:19]=[CH:18][CH:17]=[CH:16][C:8]=3[C:9]3([CH2:12][CH2:13][CH:14]([OH:28])[CH2:15]3)[CH:10]([OH:11])[C:4]=2[CH:3]=1, predict the reactants needed to synthesize it. The reactants are: [F:1][C:2]1[CH:21]=[CH:20][C:5]2[CH2:6][C:7]3[CH:19]=[CH:18][CH:17]=[CH:16][C:8]=3[C:9]3([CH2:15][CH:14]=[CH:13][CH2:12]3)[C:10](=[O:11])[C:4]=2[CH:3]=1.[OH-].[Na+].OO.C([O:28]CC)C.